From a dataset of Peptide-MHC class I binding affinity with 185,985 pairs from IEDB/IMGT. Regression. Given a peptide amino acid sequence and an MHC pseudo amino acid sequence, predict their binding affinity value. This is MHC class I binding data. (1) The peptide sequence is NHINVEGSL. The MHC is HLA-B38:01 with pseudo-sequence HLA-B38:01. The binding affinity (normalized) is 0.543. (2) The peptide sequence is EVPAQYLTY. The MHC is HLA-A02:01 with pseudo-sequence HLA-A02:01. The binding affinity (normalized) is 0.0847.